This data is from Blood-brain barrier permeability classification from the B3DB database. The task is: Regression/Classification. Given a drug SMILES string, predict its absorption, distribution, metabolism, or excretion properties. Task type varies by dataset: regression for continuous measurements (e.g., permeability, clearance, half-life) or binary classification for categorical outcomes (e.g., BBB penetration, CYP inhibition). Dataset: b3db_classification. The result is 1 (penetrates BBB). The molecule is COC(=O)C1C2CC3c4[nH]c5ccc(Cl)cc5c4CCN3CC2CC(OC(=O)c2cc(OC)c(OC)c(OC)c2)C1OC.